From a dataset of Full USPTO retrosynthesis dataset with 1.9M reactions from patents (1976-2016). Predict the reactants needed to synthesize the given product. (1) Given the product [CH2:16]([C:23]1[CH:28]=[CH:27][N:26]=[C:25]([CH2:29][CH:2]([C:3]([O:5][CH2:6][CH3:7])=[O:4])[C:1]([O:9][CH2:10][CH3:11])=[O:8])[CH:24]=1)[C:17]1[CH:18]=[CH:19][CH:20]=[CH:21][CH:22]=1, predict the reactants needed to synthesize it. The reactants are: [C:1]([O:9][CH2:10][CH3:11])(=[O:8])[CH2:2][C:3]([O:5][CH2:6][CH3:7])=[O:4].[O-]CC.[Na+].[CH2:16]([C:23]1[CH:28]=[CH:27][N:26]=[C:25]([CH2:29]Cl)[CH:24]=1)[C:17]1[CH:22]=[CH:21][CH:20]=[CH:19][CH:18]=1. (2) The reactants are: [NH2:1][C:2]1[CH:3]=[C:4]([CH:9]([O:20][CH3:21])[C:10]2([C:13]([O:15][C:16]([CH3:19])([CH3:18])[CH3:17])=[O:14])[CH2:12][CH2:11]2)[CH:5]=[CH:6][C:7]=1[Cl:8].[Cl:22][C:23]1[CH:28]=[CH:27][C:26]([C@H:29]([C@@H:33]([CH3:38])[C:34]([F:37])([F:36])[F:35])[C:30](O)=[O:31])=[CH:25][CH:24]=1.CN(C(ON1N=NC2C=CC=NC1=2)=[N+](C)C)C.F[P-](F)(F)(F)(F)F. Given the product [Cl:8][C:7]1[CH:6]=[CH:5][C:4]([CH:9]([O:20][CH3:21])[C:10]2([C:13]([O:15][C:16]([CH3:17])([CH3:18])[CH3:19])=[O:14])[CH2:11][CH2:12]2)=[CH:3][C:2]=1[NH:1][C:30](=[O:31])[C@H:29]([C:26]1[CH:25]=[CH:24][C:23]([Cl:22])=[CH:28][CH:27]=1)[C@@H:33]([CH3:38])[C:34]([F:35])([F:36])[F:37], predict the reactants needed to synthesize it. (3) Given the product [OH:8][C:9]1[CH:18]=[CH:17][C:16]2[C:11](=[CH:12][CH:13]=[CH:14][CH:15]=2)[C:10]=1[CH:19]([O:25][CH2:26][O:27][CH3:28])[C:20]([O:22][CH2:23][CH3:24])=[O:21], predict the reactants needed to synthesize it. The reactants are: C([O:8][C:9]1[CH:18]=[CH:17][C:16]2[C:11](=[CH:12][CH:13]=[CH:14][CH:15]=2)[C:10]=1[CH:19]([O:25][CH2:26][O:27][CH3:28])[C:20]([O:22][CH2:23][CH3:24])=[O:21])C1C=CC=CC=1. (4) Given the product [Br:18][C:15]1[CH:16]=[C:17]2[C:12]([CH2:11][C:10]([CH3:20])([CH3:19])[CH2:9][C:8]32[CH2:7][CH2:6][S:5][C:2]([NH2:3])=[N:4]3)=[CH:13][CH:14]=1, predict the reactants needed to synthesize it. The reactants are: Cl.[C:2]([S:5][CH2:6]/[CH:7]=[C:8]1\[CH2:9][C:10]([CH3:20])([CH3:19])[CH2:11][C:12]2[C:17]\1=[CH:16][C:15]([Br:18])=[CH:14][CH:13]=2)(=[NH:4])[NH2:3].FC(F)(F)C(O)=O.CS(O)(=O)=O. (5) Given the product [Cl:31][C:27]1[CH:26]=[C:25]([CH:30]=[CH:29][CH:28]=1)[O:24][CH2:23][C:22]([NH:21][CH:18]1[CH2:19][CH2:20][NH:15][CH2:16][CH2:17]1)=[O:32], predict the reactants needed to synthesize it. The reactants are: ClC(OC(Cl)C)=O.C([N:15]1[CH2:20][CH2:19][CH:18]([NH:21][C:22](=[O:32])[CH2:23][O:24][C:25]2[CH:30]=[CH:29][CH:28]=[C:27]([Cl:31])[CH:26]=2)[CH2:17][CH2:16]1)C1C=CC=CC=1. (6) Given the product [CH3:16][N:17]([C@H:18]([C:20]1[CH:25]=[CH:24][CH:23]=[CH:22][CH:21]=1)[CH3:19])[C:2]1[CH:3]=[CH:4][C:5]2[N:6]([C:8]([C:11]([O:13][CH2:14][CH3:15])=[O:12])=[N:9][N:10]=2)[N:7]=1, predict the reactants needed to synthesize it. The reactants are: Cl[C:2]1[CH:3]=[CH:4][C:5]2[N:6]([C:8]([C:11]([O:13][CH2:14][CH3:15])=[O:12])=[N:9][N:10]=2)[N:7]=1.[CH3:16][NH:17][C@H:18]([C:20]1[CH:25]=[CH:24][CH:23]=[CH:22][CH:21]=1)[CH3:19]. (7) The reactants are: [F:1][C:2]([F:26])([F:25])[C:3]1[N:8]2[N:9]=[CH:10][C:11]([C:12](O)=O)=[C:7]2[N:6]=[C:5]([C:15]2[CH:20]=[CH:19][CH:18]=[C:17]([C:21]([F:24])([F:23])[F:22])[CH:16]=2)[CH:4]=1.[NH2:27][C:28]1[CH:37]=[CH:36][C:31]([C:32]([NH:34][OH:35])=[NH:33])=[CH:30][N:29]=1. Given the product [F:26][C:2]([F:1])([F:25])[C:3]1[N:8]2[N:9]=[CH:10][C:11]([C:12]3[O:35][N:34]=[C:32]([C:31]4[CH:36]=[CH:37][C:28]([NH2:27])=[N:29][CH:30]=4)[N:33]=3)=[C:7]2[N:6]=[C:5]([C:15]2[CH:20]=[CH:19][CH:18]=[C:17]([C:21]([F:24])([F:23])[F:22])[CH:16]=2)[CH:4]=1, predict the reactants needed to synthesize it.